This data is from Full USPTO retrosynthesis dataset with 1.9M reactions from patents (1976-2016). The task is: Predict the reactants needed to synthesize the given product. (1) Given the product [NH2:13][C:6]1[C:7]([CH:8]=[O:9])=[C:2]([Cl:1])[N:3]=[C:4]([S:11][CH3:12])[N:5]=1, predict the reactants needed to synthesize it. The reactants are: [Cl:1][C:2]1[C:7]([CH:8]=[O:9])=[C:6](Cl)[N:5]=[C:4]([S:11][CH3:12])[N:3]=1.[NH3:13]. (2) Given the product [Cl:1][C:2]1[CH:10]=[CH:9][C:5]([C:6]([OH:8])=[O:7])=[CH:4][CH:3]=1.[N:11]1[CH:16]=[CH:15][CH:14]=[C:13]([CH2:17][C@@H:18]2[C@H:23]([NH:24][C:25]([C:27]3[O:28][C:29]4[CH:35]=[CH:34][CH:33]=[CH:32][C:30]=4[CH:31]=3)=[O:26])[CH:22]3[CH2:36][CH2:37][N:19]2[CH2:20][CH2:21]3)[CH:12]=1, predict the reactants needed to synthesize it. The reactants are: [Cl:1][C:2]1[CH:10]=[CH:9][C:5]([C:6]([OH:8])=[O:7])=[CH:4][CH:3]=1.[N:11]1[CH:16]=[CH:15][CH:14]=[C:13]([CH2:17][CH:18]2[CH:23]([NH:24][C:25]([C:27]3[O:28][C:29]4[CH:35]=[CH:34][CH:33]=[CH:32][C:30]=4[CH:31]=3)=[O:26])[CH:22]3[CH2:36][CH2:37][N:19]2[CH2:20][CH2:21]3)[CH:12]=1. (3) Given the product [CH3:24][C:22]1[CH:23]=[C:19]([NH:18][C:2]2[C:11]3[C:6](=[CH:7][CH:8]=[CH:9][CH:10]=3)[CH:5]=[C:4]([C:12]3[CH:17]=[CH:16][CH:15]=[CH:14][CH:13]=3)[N:3]=2)[NH:20][N:21]=1, predict the reactants needed to synthesize it. The reactants are: Cl[C:2]1[C:11]2[C:6](=[CH:7][CH:8]=[CH:9][CH:10]=2)[CH:5]=[C:4]([C:12]2[CH:17]=[CH:16][CH:15]=[CH:14][CH:13]=2)[N:3]=1.[NH2:18][C:19]1[CH:23]=[C:22]([CH3:24])[NH:21][N:20]=1.C(=O)([O-])[O-].[K+].[K+]. (4) Given the product [CH2:1]([S:3]([C:6]1[CH:7]=[CH:8][C:9]([O:13][CH3:14])=[C:10]([N:11]=[C:15]=[S:16])[CH:12]=1)(=[O:5])=[O:4])[CH3:2], predict the reactants needed to synthesize it. The reactants are: [CH2:1]([S:3]([C:6]1[CH:7]=[CH:8][C:9]([O:13][CH3:14])=[C:10]([CH:12]=1)[NH2:11])(=[O:5])=[O:4])[CH3:2].[C:15](Cl)(Cl)=[S:16].C(=O)(O)[O-].[Na+]. (5) Given the product [Cl:10][C:11]1[CH:16]=[C:15]([O:7][CH2:6][C:5]([CH3:9])([CH3:8])[CH2:4][Cl:3])[N:14]=[CH:13][N:12]=1, predict the reactants needed to synthesize it. The reactants are: [H-].[Na+].[Cl:3][CH2:4][C:5]([CH3:9])([CH3:8])[CH2:6][OH:7].[Cl:10][C:11]1[CH:16]=[C:15](Cl)[N:14]=[CH:13][N:12]=1.[Cl-].[NH4+]. (6) Given the product [N:1]([CH2:4][CH2:5][O:6][CH2:7][CH2:8][O:9][CH2:10][CH2:11][O:12][CH2:13][CH2:14][N:15]1[C:27](=[O:29])[C:48]([Br:51])=[C:47]([Br:52])[C:17](=[O:19])[N:16]1[CH2:24][C:25]#[CH:26])=[N+:2]=[N-:3], predict the reactants needed to synthesize it. The reactants are: [N:1]([CH2:4][CH2:5][O:6][CH2:7][CH2:8][O:9][CH2:10][CH2:11][O:12][CH2:13][CH2:14][N:15]([C:27]([O:29]C(C)(C)C)=O)[N:16]([CH2:24][C:25]#[CH:26])[C:17]([O:19]C(C)(C)C)=O)=[N+:2]=[N-:3].C(O)(C(F)(F)F)=O.COC(N1C(=O)[C:48]([Br:51])=[C:47]([Br:52])C1=O)=O.CCN(CC)CC.